From a dataset of NCI-60 drug combinations with 297,098 pairs across 59 cell lines. Regression. Given two drug SMILES strings and cell line genomic features, predict the synergy score measuring deviation from expected non-interaction effect. Drug 1: C1CCN(CC1)CCOC2=CC=C(C=C2)C(=O)C3=C(SC4=C3C=CC(=C4)O)C5=CC=C(C=C5)O. Drug 2: CC1OCC2C(O1)C(C(C(O2)OC3C4COC(=O)C4C(C5=CC6=C(C=C35)OCO6)C7=CC(=C(C(=C7)OC)O)OC)O)O. Cell line: OVCAR-5. Synergy scores: CSS=22.0, Synergy_ZIP=-3.56, Synergy_Bliss=0.140, Synergy_Loewe=-0.617, Synergy_HSA=-0.711.